From a dataset of Forward reaction prediction with 1.9M reactions from USPTO patents (1976-2016). Predict the product of the given reaction. (1) Given the reactants C([O:3][C:4](=[O:29])[C:5]1[CH:10]=[CH:9][C:8]([N:11]2[CH2:15][CH2:14][CH:13]([NH:16][C:17]([O:19][C:20]([CH3:23])([CH3:22])[CH3:21])=[O:18])[CH2:12]2)=[C:7]([F:24])[C:6]=1[NH:25][CH:26]1[CH2:28][CH2:27]1)C.[OH-].[Na+], predict the reaction product. The product is: [C:20]([O:19][C:17]([NH:16][CH:13]1[CH2:14][CH2:15][N:11]([C:8]2[CH:9]=[CH:10][C:5]([C:4]([OH:29])=[O:3])=[C:6]([NH:25][CH:26]3[CH2:27][CH2:28]3)[C:7]=2[F:24])[CH2:12]1)=[O:18])([CH3:23])([CH3:21])[CH3:22]. (2) The product is: [CH2:6]([O:13][CH2:14][CH2:15][CH2:16][CH2:17][O:18][S:2]([CH3:1])(=[O:4])=[O:3])[C:7]1[CH:12]=[CH:11][CH:10]=[CH:9][CH:8]=1. Given the reactants [CH3:1][S:2](Cl)(=[O:4])=[O:3].[CH2:6]([O:13][CH2:14][CH2:15][CH2:16][CH2:17][OH:18])[C:7]1[CH:12]=[CH:11][CH:10]=[CH:9][CH:8]=1.CCN(CC)CC, predict the reaction product. (3) Given the reactants [NH2:1][C@@H:2]1[CH2:7][O:6][C@H:5]([CH:8]([C:15]2[CH:20]=[CH:19][CH:18]=[CH:17][CH:16]=2)[C:9]2[CH:14]=[CH:13][CH:12]=[CH:11][CH:10]=2)[CH2:4][C@H:3]1[OH:21].[OH:22][C:23]1[CH:30]=[CH:29][C:26]([CH:27]=O)=[CH:25][CH:24]=1.C(O)(=O)C.[BH3-]C#N.[Na+].C([O-])(O)=O.[Na+], predict the reaction product. The product is: [CH:8]([C@@H:5]1[CH2:4][C@@H:3]([OH:21])[C@H:2]([NH:1][CH2:27][C:26]2[CH:29]=[CH:30][C:23]([OH:22])=[CH:24][CH:25]=2)[CH2:7][O:6]1)([C:9]1[CH:14]=[CH:13][CH:12]=[CH:11][CH:10]=1)[C:15]1[CH:20]=[CH:19][CH:18]=[CH:17][CH:16]=1. (4) Given the reactants C(OC([N:8]1[CH2:12][C:11]([F:14])([F:13])[CH2:10][C@@H:9]1[C:15]1[CH:20]=[CH:19][CH:18]=[C:17]([F:21])[CH:16]=1)=O)(C)(C)C.C(O)(C(F)(F)F)=O.C([O-])(O)=O.[Na+], predict the reaction product. The product is: [F:14][C:11]1([F:13])[CH2:12][NH:8][C@@H:9]([C:15]2[CH:20]=[CH:19][CH:18]=[C:17]([F:21])[CH:16]=2)[CH2:10]1. (5) Given the reactants [C:1]([NH:4][C:5]1[CH:10]=[C:9]([Cl:11])[C:8]([C:12]2[CH:17]=[N:16][CH:15]=[CH:14][N:13]=2)=[CH:7][C:6]=1/[CH:18]=[CH:19]/[C:20]([OH:22])=O)(=[O:3])[CH3:2].[F:23][C:24]1[CH:39]=[CH:38][C:27]([CH2:28][N:29]2[CH:34]3[CH2:35][NH:36][CH2:37][CH:30]2[CH2:31][O:32][CH2:33]3)=[CH:26][CH:25]=1, predict the reaction product. The product is: [Cl:11][C:9]1[C:8]([C:12]2[CH:17]=[N:16][CH:15]=[CH:14][N:13]=2)=[CH:7][C:6](/[CH:18]=[CH:19]/[C:20]([N:36]2[CH2:35][CH:34]3[N:29]([CH2:28][C:27]4[CH:38]=[CH:39][C:24]([F:23])=[CH:25][CH:26]=4)[CH:30]([CH2:31][O:32][CH2:33]3)[CH2:37]2)=[O:22])=[C:5]([NH:4][C:1](=[O:3])[CH3:2])[CH:10]=1. (6) Given the reactants I[C:2]1[CH:3]=[C:4]([CH:22]=[CH:23][CH:24]=1)[CH2:5][N:6]([CH2:14][C:15]([NH:17][CH2:18][CH2:19][CH2:20][CH3:21])=[O:16])[C:7](=[O:13])[O:8][CH2:9][CH2:10][CH2:11][CH3:12].CC1(C)C(C)(C)OB([C:33]2[CH:44]=[C:43]([C:45]([F:48])([F:47])[F:46])[CH:42]=[CH:41][C:34]=2[O:35][CH2:36][C:37]([O:39]C)=[O:38])O1, predict the reaction product. The product is: [CH2:9]([O:8][C:7]([N:6]([CH2:5][C:4]1[CH:3]=[C:2]([C:41]2[CH:42]=[C:43]([C:45]([F:48])([F:47])[F:46])[CH:44]=[CH:33][C:34]=2[O:35][CH2:36][C:37]([OH:39])=[O:38])[CH:24]=[CH:23][CH:22]=1)[CH2:14][C:15]([NH:17][CH2:18][CH2:19][CH2:20][CH3:21])=[O:16])=[O:13])[CH2:10][CH2:11][CH3:12]. (7) The product is: [CH2:1]([C:3]1[CH:8]=[CH:7][C:6]([C:9]2[C:13]([CH2:14][O:15][C:16]3[CH:21]=[CH:20][C:19]([CH2:22][CH:23]([CH3:29])[C:24]([OH:26])=[O:25])=[CH:18][C:17]=3[F:30])=[C:12]([C:31]([F:32])([F:34])[F:33])[S:11][N:10]=2)=[CH:5][CH:4]=1)[CH3:2]. Given the reactants [CH2:1]([C:3]1[CH:8]=[CH:7][C:6]([C:9]2[C:13]([CH2:14][O:15][C:16]3[CH:21]=[CH:20][C:19]([CH2:22][CH:23]([CH3:29])[C:24]([O:26]CC)=[O:25])=[CH:18][C:17]=3[F:30])=[C:12]([C:31]([F:34])([F:33])[F:32])[S:11][N:10]=2)=[CH:5][CH:4]=1)[CH3:2].C(C1C=CC(C2C(CO)=C(C(F)(F)F)SN=2)=CC=1)C.FC1C=C(CC(C)C(OCC)=O)C=CC=1O.[Li+].[OH-], predict the reaction product.